Dataset: Reaction yield outcomes from USPTO patents with 853,638 reactions. Task: Predict the reaction yield, written as a fraction of the theoretical maximum amount of product (1.0 means a 100% yield; for example, 0.34 means a 34% yield). (1) The reactants are [CH3:1][C:2]1[CH:7]=[CH:6][C:5]([OH:8])=[CH:4][C:3]=1[NH:9][C:10]1[C:19]2[C:14](=[CH:15][CH:16]=[C:17](SC)[CH:18]=2)[N:13]=[CH:12][N:11]=1.O[O:23][S:24]([O-:26])=O.[K+].[CH3:28]O. The catalyst is O. The product is [CH3:1][C:2]1[CH:7]=[CH:6][C:5]([OH:8])=[CH:4][C:3]=1[NH:9][C:10]1[C:19]2[C:14](=[CH:15][CH:16]=[C:17]([S:24]([CH3:28])(=[O:26])=[O:23])[CH:18]=2)[N:13]=[CH:12][N:11]=1. The yield is 0.760. (2) The reactants are [CH2:1]([O:3][C:4]([C:6]1[C:14]2[C:9](=[CH:10][C:11]([O:15][CH3:16])=[CH:12][CH:13]=2)[NH:8][C:7]=1[C:17]([F:20])([F:19])[F:18])=[O:5])[CH3:2].[H-].[Na+].[CH3:23]I. No catalyst specified. The product is [CH2:1]([O:3][C:4]([C:6]1[C:14]2[C:9](=[CH:10][C:11]([O:15][CH3:16])=[CH:12][CH:13]=2)[N:8]([CH3:23])[C:7]=1[C:17]([F:20])([F:18])[F:19])=[O:5])[CH3:2]. The yield is 0.870. (3) The reactants are [CH2:1]([N:8]1[CH2:13][CH2:12][NH:11][C@@H:10]([CH2:14][CH2:15][CH2:16][O:17][Si:18]([C:21]([CH3:24])([CH3:23])[CH3:22])([CH3:20])[CH3:19])[CH2:9]1)[C:2]1[CH:7]=[CH:6][CH:5]=[CH:4][CH:3]=1.[C:25]1([S:31](Cl)(=[O:33])=[O:32])[CH:30]=[CH:29][CH:28]=[CH:27][CH:26]=1. The catalyst is C(Cl)Cl. The product is [CH2:1]([N:8]1[CH2:13][CH2:12][N:11]([S:31]([C:25]2[CH:30]=[CH:29][CH:28]=[CH:27][CH:26]=2)(=[O:33])=[O:32])[C@@H:10]([CH2:14][CH2:15][CH2:16][O:17][Si:18]([C:21]([CH3:24])([CH3:23])[CH3:22])([CH3:19])[CH3:20])[CH2:9]1)[C:2]1[CH:3]=[CH:4][CH:5]=[CH:6][CH:7]=1. The yield is 0.480. (4) The reactants are [CH3:1][O:2][C:3]1[CH:4]=[C:5]([NH:11][C:12]2[C:13]3[N:39]=[CH:38][S:37][C:14]=3[N:15]=[C:16]([C:18]3[CH:19]=[C:20](/[C:24](/[F:36])=[CH:25]/[C:26]4[CH:35]=[CH:34][C:29]([C:30]([O:32]C)=[O:31])=[CH:28][CH:27]=4)[CH:21]=[CH:22][CH:23]=3)[N:17]=2)[CH:6]=[CH:7][C:8]=1[O:9][CH3:10].[OH-].[Na+].Cl. The catalyst is O1CCOCC1.O. The product is [CH3:1][O:2][C:3]1[CH:4]=[C:5]([NH:11][C:12]2[C:13]3[N:39]=[CH:38][S:37][C:14]=3[N:15]=[C:16]([C:18]3[CH:19]=[C:20](/[C:24](/[F:36])=[CH:25]/[C:26]4[CH:35]=[CH:34][C:29]([C:30]([OH:32])=[O:31])=[CH:28][CH:27]=4)[CH:21]=[CH:22][CH:23]=3)[N:17]=2)[CH:6]=[CH:7][C:8]=1[O:9][CH3:10]. The yield is 0.510. (5) The reactants are [CH2:1]([NH:3][C:4]([NH:6][C:7]1[NH:11][C:10]2[C:12]([C@H:27]3[CH2:31][CH2:30][CH2:29][O:28]3)=[C:13]([F:26])[C:14]([C:16]3[CH:17]=[N:18][C:19]([C:22]([OH:25])([CH3:24])[CH3:23])=[N:20][CH:21]=3)=[CH:15][C:9]=2[N:8]=1)=[O:5])[CH3:2].[CH3:32][C:33]([O:36][C:37](O[C:37]([O:36][C:33]([CH3:35])([CH3:34])[CH3:32])=[O:38])=[O:38])([CH3:35])[CH3:34].N. The catalyst is CN(C=O)C.CO. The product is [C:37]([N:3]([CH2:1][CH3:2])[C:4]([NH:6][C:7]1[NH:11][C:10]2[C:12]([C@H:27]3[CH2:31][CH2:30][CH2:29][O:28]3)=[C:13]([F:26])[C:14]([C:16]3[CH:17]=[N:18][C:19]([C:22]([OH:25])([CH3:24])[CH3:23])=[N:20][CH:21]=3)=[CH:15][C:9]=2[N:8]=1)=[O:5])([O:36][C:33]([CH3:35])([CH3:34])[CH3:32])=[O:38]. The yield is 0.943. (6) The reactants are Cl[C:2]1[N:7]=[C:6]([NH:8][C:9]2[N:14]=[CH:13][C:12]3[N:15]=[C:16]([CH3:21])[N:17]([CH:18]([CH3:20])[CH3:19])[C:11]=3[CH:10]=2)[CH:5]=[CH:4][N:3]=1.[NH:22]1[C:30]2[CH2:29][CH2:28][NH:27][CH2:26][C:25]=2[CH:24]=[N:23]1.C(N(CC)CC)C.CC(O)C. The catalyst is ClCCl. The product is [NH:22]1[C:30]2[CH2:29][CH2:28][N:27]([C:2]3[N:7]=[C:6]([NH:8][C:9]4[N:14]=[CH:13][C:12]5[N:15]=[C:16]([CH3:21])[N:17]([CH:18]([CH3:20])[CH3:19])[C:11]=5[CH:10]=4)[CH:5]=[CH:4][N:3]=3)[CH2:26][C:25]=2[CH:24]=[N:23]1. The yield is 0.510. (7) The reactants are [Br:1][C:2]1[CH:3]=[C:4]2[C:8](=[CH:9][CH:10]=1)[NH:7][N:6]=[CH:5]2.[OH-].[K+].[I:13]I.[OH-].[NH4+]. The catalyst is CN(C)C=O.O. The product is [Br:1][C:2]1[CH:3]=[C:4]2[C:8](=[CH:9][CH:10]=1)[NH:7][N:6]=[C:5]2[I:13]. The yield is 0.920.